From a dataset of Forward reaction prediction with 1.9M reactions from USPTO patents (1976-2016). Predict the product of the given reaction. (1) Given the reactants [F:1][C:2]1[CH:7]=[CH:6][C:5]([CH2:8][CH2:9][NH:10][C:11]([C:13]2[N:14]=[N:15][C:16](Cl)=[CH:17][CH:18]=2)=[O:12])=[CH:4][CH:3]=1.[N:20]1([C:26]([C:28]2[CH:33]=[CH:32][CH:31]=[CH:30][C:29]=2[C:34]([F:37])([F:36])[F:35])=[O:27])[CH2:25][CH2:24][NH:23][CH2:22][CH2:21]1, predict the reaction product. The product is: [F:1][C:2]1[CH:7]=[CH:6][C:5]([CH2:8][CH2:9][NH:10][C:11]([C:13]2[N:14]=[N:15][C:16]([N:23]3[CH2:24][CH2:25][N:20]([C:26](=[O:27])[C:28]4[CH:33]=[CH:32][CH:31]=[CH:30][C:29]=4[C:34]([F:37])([F:35])[F:36])[CH2:21][CH2:22]3)=[CH:17][CH:18]=2)=[O:12])=[CH:4][CH:3]=1. (2) The product is: [CH2:19]([O:12][C:4]1[CH:5]=[C:6]([N+:9]([O-:11])=[O:10])[CH:7]=[CH:8][C:3]=1[O:2][CH3:1])[C:20]1[CH:25]=[CH:24][CH:23]=[CH:22][CH:21]=1. Given the reactants [CH3:1][O:2][C:3]1[CH:8]=[CH:7][C:6]([N+:9]([O-:11])=[O:10])=[CH:5][C:4]=1[OH:12].C([O-])([O-])=O.[K+].[K+].[CH2:19](Br)[C:20]1[CH:25]=[CH:24][CH:23]=[CH:22][CH:21]=1.O, predict the reaction product. (3) Given the reactants [CH3:1][C:2]1[N:12]=[C:5]2[NH:6][C:7]([C:10]#[N:11])=[CH:8][CH:9]=[C:4]2[N:3]=1.[H-].[Na+].CS(O[CH2:20][C:21]1[CH:26]=[CH:25][C:24]([Br:27])=[CH:23][C:22]=1[Cl:28])(=O)=O.O, predict the reaction product. The product is: [Br:27][C:24]1[CH:25]=[CH:26][C:21]([CH2:20][N:12]2[C:5]3=[N:6][C:7]([C:10]#[N:11])=[CH:8][CH:9]=[C:4]3[N:3]=[C:2]2[CH3:1])=[C:22]([Cl:28])[CH:23]=1.[Br:27][C:24]1[CH:25]=[CH:26][C:21]([CH2:20][N:3]2[C:4]3[C:5](=[N:6][C:7]([C:10]#[N:11])=[CH:8][CH:9]=3)[N:12]=[C:2]2[CH3:1])=[C:22]([Cl:28])[CH:23]=1. (4) Given the reactants [F:1][C:2]1[CH:3]=[C:4]([CH:14]([NH:16][C:17]([C:19]2[N:20]=[C:21](Cl)[O:22][CH:23]=2)=[O:18])[CH3:15])[CH:5]=[C:6]([F:13])[C:7]=1[NH:8][S:9]([CH3:12])(=[O:11])=[O:10].[CH3:25][N:26]([CH3:36])[C:27]1[CH:28]=[C:29](B(O)O)[CH:30]=[CH:31][CH:32]=1.C([O-])([O-])=O.[Cs+].[Cs+].Cl, predict the reaction product. The product is: [F:1][C:2]1[CH:3]=[C:4]([CH:14]([NH:16][C:17]([C:19]2[N:20]=[C:21]([C:31]3[CH:30]=[CH:29][CH:28]=[C:27]([N:26]([CH3:36])[CH3:25])[CH:32]=3)[O:22][CH:23]=2)=[O:18])[CH3:15])[CH:5]=[C:6]([F:13])[C:7]=1[NH:8][S:9]([CH3:12])(=[O:11])=[O:10]. (5) The product is: [O:21]=[C:15]1[CH:14]([N:8]2[CH2:7][C:6]3[C:10](=[CH:11][CH:12]=[C:4]([CH2:3][NH:2][C:24](=[O:25])[C:23]([F:37])([F:22])[C:27]4[CH:32]=[CH:31][CH:30]=[CH:29][C:28]=4[O:33][CH2:34][CH2:35][OH:36])[CH:5]=3)[C:9]2=[O:13])[CH2:19][CH2:18][C:17](=[O:20])[NH:16]1. Given the reactants Cl.[NH2:2][CH2:3][C:4]1[CH:5]=[C:6]2[C:10](=[CH:11][CH:12]=1)[C:9](=[O:13])[N:8]([CH:14]1[CH2:19][CH2:18][C:17](=[O:20])[NH:16][C:15]1=[O:21])[CH2:7]2.[F:22][C:23]([F:37])([C:27]1[CH:32]=[CH:31][CH:30]=[CH:29][C:28]=1[O:33][CH2:34][CH2:35][OH:36])[C:24](O)=[O:25].C(N(CC)C(C)C)(C)C.F[P-](F)(F)(F)(F)F.CN(C(N(C)C)=[N+]1C2C(=NC=CC=2)[N+]([O-])=N1)C, predict the reaction product. (6) Given the reactants [C:1]([O:5][C:6]([N:8]1[C@H:13]([C:14]([OH:16])=O)[CH2:12][C@@H:11]2[C@H:9]1[CH2:10]2)=[O:7])([CH3:4])([CH3:3])[CH3:2].[CH:17]1([CH2:23][NH2:24])[CH2:22][CH2:21][CH2:20][CH2:19][CH2:18]1.CN(C(ON1N=NC2C=CC=CC1=2)=[N+](C)C)C.F[P-](F)(F)(F)(F)F.CCN(C(C)C)C(C)C, predict the reaction product. The product is: [C:1]([O:5][C:6]([N:8]1[C@H:13]([C:14](=[O:16])[NH:24][CH2:23][CH:17]2[CH2:22][CH2:21][CH2:20][CH2:19][CH2:18]2)[CH2:12][C@@H:11]2[C@H:9]1[CH2:10]2)=[O:7])([CH3:2])([CH3:3])[CH3:4]. (7) Given the reactants C[O:2][C:3]([C@@H:5](NC([C@@H](N)CC(O)=O)=O)CC1C=CC=CC=1)=O.CC1OS(=O)(=O)[N-]C(=O)C=1.[K+].[OH:33][CH2:34][C:35]([C@@H:37]([C@@H:39]([C@@H:41]([CH2:43][OH:44])[OH:42])[OH:40])[OH:38])=[O:36].[CH2:45]([OH:52])[C@@H:46]([C@@H:48]([CH2:50][OH:51])[OH:49])[OH:47], predict the reaction product. The product is: [CH2:34]([OH:33])[C@H:35]1[O:36][C@H:43]([O:44][C@:5]2([CH2:3][OH:2])[O:47][C@H:46]([CH2:45][OH:52])[C@@H:48]([OH:49])[C@@H:50]2[OH:51])[C@H:41]([OH:42])[C@@H:39]([OH:40])[C@@H:37]1[OH:38]. (8) Given the reactants Br[C:2]1[CH:3]=[C:4]2[C:9](=[CH:10][CH:11]=1)[N:8]=[CH:7][C:6]([C:12](=[O:14])[CH3:13])=[C:5]2[NH:15][C@H:16]1[CH2:21][CH2:20][C@H:19]([N:22]([CH3:24])[CH3:23])[CH2:18][CH2:17]1.[Cl:25][C:26]1[CH:31]=[C:30](B2OC(C)(C)C(C)(C)O2)[CH:29]=[C:28]([Cl:41])[C:27]=1[OH:42], predict the reaction product. The product is: [Cl:25][C:26]1[CH:31]=[C:30]([C:2]2[CH:3]=[C:4]3[C:9](=[CH:10][CH:11]=2)[N:8]=[CH:7][C:6]([C:12](=[O:14])[CH3:13])=[C:5]3[NH:15][C@H:16]2[CH2:21][CH2:20][C@H:19]([N:22]([CH3:24])[CH3:23])[CH2:18][CH2:17]2)[CH:29]=[C:28]([Cl:41])[C:27]=1[OH:42]. (9) Given the reactants [NH2:1][C:2]1[N:7]=[CH:6][N:5]=[C:4]2[N:8]([CH:24]3[CH2:37][C:26]4([CH2:29][N:28](C(OC(C)(C)C)=O)[CH2:27]4)[CH2:25]3)[N:9]=[C:10]([C:11]3[CH:16]=[CH:15][C:14]([O:17][C:18]4[CH:23]=[CH:22][CH:21]=[CH:20][CH:19]=4)=[CH:13][CH:12]=3)[C:3]=12, predict the reaction product. The product is: [O:17]([C:14]1[CH:13]=[CH:12][C:11]([C:10]2[C:3]3[C:4](=[N:5][CH:6]=[N:7][C:2]=3[NH2:1])[N:8]([CH:24]3[CH2:37][C:26]4([CH2:29][NH:28][CH2:27]4)[CH2:25]3)[N:9]=2)=[CH:16][CH:15]=1)[C:18]1[CH:19]=[CH:20][CH:21]=[CH:22][CH:23]=1.